This data is from Full USPTO retrosynthesis dataset with 1.9M reactions from patents (1976-2016). The task is: Predict the reactants needed to synthesize the given product. (1) Given the product [C:41]([CH2:40][CH2:39][CH2:38][CH2:37][C:36]([C:8]1[C:7]2[C:11](=[CH:12][CH:13]=[C:5]([C:3]([OH:4])=[O:2])[CH:6]=2)[N:10]([CH2:14][C:15](=[O:32])[CH2:16][O:17][C:18]2[CH:19]=[CH:20][C:21]([CH2:24][CH2:25][CH2:26][CH2:27][CH2:28][CH2:29][CH2:30][CH3:31])=[CH:22][CH:23]=2)[CH:9]=1)=[O:45])([OH:43])=[O:42], predict the reactants needed to synthesize it. The reactants are: C[O:2][C:3]([C:5]1[CH:6]=[C:7]2[C:11](=[CH:12][CH:13]=1)[N:10]([CH2:14][C:15](OC)([O:32]C)[CH2:16][O:17][C:18]1[CH:23]=[CH:22][C:21]([CH2:24][CH2:25][CH2:26][CH2:27][CH2:28][CH2:29][CH2:30][CH3:31])=[CH:20][CH:19]=1)[CH:9]=[C:8]2[C:36](=[O:45])[CH2:37][CH2:38][CH2:39][CH2:40][C:41]([O:43]C)=[O:42])=[O:4].CO.[OH-].[Na+]. (2) Given the product [F:1][C:2]1[CH:3]=[CH:4][C:5]([C:8]2[N:9]=[C:10]3[C:15](=[N:16][CH:17]=2)[N:14]=[C:13]([NH:27][CH2:28][C:29]2[CH:30]=[CH:31][C:32]([S:35]([NH2:38])(=[O:36])=[O:37])=[CH:33][CH:34]=2)[N:12]=[C:11]3[NH:20][CH2:21][C:22]([F:25])([F:23])[F:24])=[CH:6][CH:7]=1, predict the reactants needed to synthesize it. The reactants are: [F:1][C:2]1[CH:7]=[CH:6][C:5]([C:8]2[N:9]=[C:10]3[C:15](=[N:16][CH:17]=2)[N:14]=[C:13](SC)[N:12]=[C:11]3[NH:20][CH2:21][C:22]([F:25])([F:24])[F:23])=[CH:4][CH:3]=1.Cl.[NH2:27][CH2:28][C:29]1[CH:34]=[CH:33][C:32]([S:35]([NH2:38])(=[O:37])=[O:36])=[CH:31][CH:30]=1.CCN(C(C)C)C(C)C.O. (3) Given the product [CH3:51][C@H:11]1[CH2:12][N:13]([C:15]2[CH:16]=[CH:17][C:18]3[C:19]4[N:36]=[C:35]([C:37]5[CH:42]=[CH:41][CH:40]=[C:39]([C:43]([F:46])([F:45])[F:44])[CH:38]=5)[CH:34]=[C:33]([C:47]([O:49][CH3:50])=[O:48])[C:20]=4[NH:21][C:22]=3[CH:23]=2)[CH2:14][C@@H:9]([CH3:8])[O:10]1, predict the reactants needed to synthesize it. The reactants are: C(O)(C(F)(F)F)=O.[CH3:8][C@H:9]1[CH2:14][N:13]([C:15]2[CH:16]=[CH:17][C:18]3[C:19]4[N:36]=[C:35]([C:37]5[CH:42]=[CH:41][CH:40]=[C:39]([C:43]([F:46])([F:45])[F:44])[CH:38]=5)[CH:34]=[C:33]([C:47]([O:49][CH3:50])=[O:48])[C:20]=4[N:21](CC4C=CC(OC)=CC=4)[C:22]=3[CH:23]=2)[CH2:12][C@@H:11]([CH3:51])[O:10]1.C1(OC)C=CC=CC=1. (4) Given the product [Br:20][C:21]1[CH:22]=[CH:23][C:24]([C:27]([F:28])([F:29])[F:30])=[CH:25][C:26]=1[C:3]1[N:2]([CH3:1])[CH:6]=[CH:5][N:4]=1, predict the reactants needed to synthesize it. The reactants are: [CH3:1][N:2]1[CH:6]=[CH:5][N:4]=[C:3]1[Sn](CCCC)(CCCC)CCCC.[Br:20][C:21]1[CH:26]=[CH:25][C:24]([C:27]([F:30])([F:29])[F:28])=[CH:23][C:22]=1I.[F-].[K+].O.